This data is from Reaction yield outcomes from USPTO patents with 853,638 reactions. The task is: Predict the reaction yield, written as a fraction of the theoretical maximum amount of product (1.0 means a 100% yield; for example, 0.34 means a 34% yield). The catalyst is CC(C)=O. The reactants are [C:1]([NH:11][CH2:12][CH2:13][C:14]([OH:16])=[O:15])([O:3][CH2:4][C:5]1[CH:10]=[CH:9][CH:8]=[CH:7][CH:6]=1)=[O:2].BrCC(O[C:22]([CH3:25])([CH3:24])[CH3:23])=[O:20].C([O-])([O-])=O.[K+].[K+]. The product is [C:14]([OH:16])(=[O:15])[CH2:13][OH:20].[C:22]([N:11]([C:1]([O:3][CH2:4][C:5]1[CH:10]=[CH:9][CH:8]=[CH:7][CH:6]=1)=[O:2])[CH2:12][CH2:13][C:14]([OH:16])=[O:15])([CH3:25])([CH3:24])[CH3:23]. The yield is 0.990.